This data is from Forward reaction prediction with 1.9M reactions from USPTO patents (1976-2016). The task is: Predict the product of the given reaction. (1) Given the reactants [O:1]1[C:10]2[C:5](=[CH:6][CH:7]=[CH:8][CH:9]=2)[C:4]([C:11]2[CH:31]=[CH:30][C:14]([C:15]([NH:17][C@@H:18]3[CH2:26][C@:21]4([O:25][CH2:24][CH2:23][CH2:22]4)[CH2:20][C@@H:19]3[C:27]([O-:29])=O)=[O:16])=[CH:13][CH:12]=2)=[CH:3][CH2:2]1.[C:32]([OH:38])([C:34]([F:37])([F:36])[F:35])=[O:33].Cl.[NH2:40][OH:41], predict the reaction product. The product is: [C:32]([OH:38])([C:34]([F:37])([F:36])[F:35])=[O:33].[O:1]1[C:10]2[C:5](=[CH:6][CH:7]=[CH:8][CH:9]=2)[C:4]([C:11]2[CH:31]=[CH:30][C:14]([C:15]([NH:17][C@@H:18]3[CH2:26][C@:21]4([O:25][CH2:24][CH2:23][CH2:22]4)[CH2:20][C@@H:19]3[C:27]([NH:40][OH:41])=[O:29])=[O:16])=[CH:13][CH:12]=2)=[CH:3][CH2:2]1. (2) Given the reactants C([NH:5][S:6]([C:9]1[CH:14]=[CH:13][CH:12]=[C:11]([C:15]2[N:16]=[CH:17][N:18]([C:20]3[CH:25]=[C:24]([CH3:26])[CH:23]=[C:22]([C:27]4[CH:32]=[CH:31][C:30]([Cl:33])=[CH:29][CH:28]=4)[N:21]=3)[CH:19]=2)[CH:10]=1)(=[O:8])=[O:7])(C)(C)C.C(O)(C(F)(F)F)=O, predict the reaction product. The product is: [Cl:33][C:30]1[CH:31]=[CH:32][C:27]([C:22]2[N:21]=[C:20]([N:18]3[CH:19]=[C:15]([C:11]4[CH:10]=[C:9]([S:6]([NH2:5])(=[O:7])=[O:8])[CH:14]=[CH:13][CH:12]=4)[N:16]=[CH:17]3)[CH:25]=[C:24]([CH3:26])[CH:23]=2)=[CH:28][CH:29]=1. (3) Given the reactants [Cl-].[Li+].[CH3:18][C:13]1([CH3:19])[C:14]([CH3:17])([CH3:16])[O:15][B:11]([B:11]2[O:15][C:14]([CH3:17])([CH3:16])[C:13]([CH3:19])([CH3:18])[O:12]2)[O:12]1.C([O-])(=O)C.[K+].[CH2:26]([N:30]1[C@H:34]([CH:35]=[CH2:36])[CH2:33][O:32][C:31]1=[O:37])[CH2:27][C:28]#[CH:29].[NH4+].[Cl-], predict the reaction product. The product is: [CH3:17][C:14]1([CH3:16])[C:13]([CH3:18])([CH3:19])[O:12][B:11]([C:28](=[CH2:29])[CH2:27][CH2:26][N:30]2[C@H:34]([CH:35]=[CH2:36])[CH2:33][O:32][C:31]2=[O:37])[O:15]1. (4) Given the reactants [Cl-].[CH3:2][O:3][C:4]([C@@H:6]1[CH2:10][C@@H:9](O)[CH2:8][N:7]1[C:12]([O:14][C:15]([CH3:18])([CH3:17])[CH3:16])=[O:13])=[O:5].C(Cl)[Cl:20].C1(P(C2C=CC=CC=2)C2C=CC=CC=2)C=CC=CC=1, predict the reaction product. The product is: [CH3:2][O:3][C:4]([C@@H:6]1[CH2:10][C@H:9]([Cl:20])[CH2:8][N:7]1[C:12]([O:14][C:15]([CH3:18])([CH3:17])[CH3:16])=[O:13])=[O:5]. (5) Given the reactants Cl.[NH2:2][CH:3]([CH:5]([C:14]1[CH:19]=[CH:18][C:17]([Cl:20])=[CH:16][CH:15]=1)[CH2:6][C:7]1[CH:12]=[CH:11][C:10]([Cl:13])=[CH:9][CH:8]=1)[CH3:4].[OH:21][CH2:22][C:23]([CH3:28])([CH3:27])[C:24](O)=[O:25].ON1C2C=CC=CC=2N=N1.C(N(C(C)C)CC)(C)C, predict the reaction product. The product is: [Cl:20][C:17]1[CH:16]=[CH:15][C:14]([CH:5]([CH2:6][C:7]2[CH:12]=[CH:11][C:10]([Cl:13])=[CH:9][CH:8]=2)[CH:3]([NH:2][C:22](=[O:21])[C:23]([CH3:28])([CH3:27])[CH2:24][OH:25])[CH3:4])=[CH:19][CH:18]=1. (6) Given the reactants O[CH:2]1[C:11]2[C:6](=[CH:7][C:8]([O:12][CH3:13])=[CH:9][CH:10]=2)[S:5][CH2:4][C:3]1([C:15]1[CH:20]=[CH:19][C:18]([O:21][CH3:22])=[CH:17][CH:16]=1)[CH3:14].[CH2:23]([Si](C)(C)C)[CH:24]=[CH2:25], predict the reaction product. The product is: [CH2:25]([CH:2]1[C:11]2[C:6](=[CH:7][C:8]([O:12][CH3:13])=[CH:9][CH:10]=2)[S:5][CH2:4][C:3]1([C:15]1[CH:20]=[CH:19][C:18]([O:21][CH3:22])=[CH:17][CH:16]=1)[CH3:14])[CH:24]=[CH2:23]. (7) Given the reactants [NH2:1][C:2]1[CH:7]=[CH:6][C:5]([Cl:8])=[CH:4][C:3]=1[C:9]([C:11]1[CH:16]=[CH:15][CH:14]=[C:13]([O:17][CH3:18])[C:12]=1[Cl:19])=[O:10].C(O)(C)(C)C.CC(C)([O-])C.[K+].[H][H], predict the reaction product. The product is: [NH2:1][C:2]1[CH:7]=[CH:6][C:5]([Cl:8])=[CH:4][C:3]=1[C@@H:9]([C:11]1[CH:16]=[CH:15][CH:14]=[C:13]([O:17][CH3:18])[C:12]=1[Cl:19])[OH:10]. (8) Given the reactants [NH2:1][C:2]1[C:3]2[N:4]([C:8]([C@H:20]3[CH2:25][CH2:24][C@H:23]([CH2:26][NH2:27])[CH2:22][CH2:21]3)=[N:9][C:10]=2[C:11]2[NH:12][C:13]3[C:18]([CH:19]=2)=[CH:17][CH:16]=[CH:15][CH:14]=3)[CH:5]=[CH:6][N:7]=1.Cl.CN(C)CCCN=C=N[CH2:37][CH3:38].C(N(CC)C(C)C)(C)C.CN(C=[O:53])C, predict the reaction product. The product is: [NH2:1][C:2]1[C:3]2[N:4]([C:8]([C@H:20]3[CH2:21][CH2:22][C@H:23]([CH2:26][NH:27][C:37](=[O:53])[CH3:38])[CH2:24][CH2:25]3)=[N:9][C:10]=2[C:11]2[NH:12][C:13]3[C:18]([CH:19]=2)=[CH:17][CH:16]=[CH:15][CH:14]=3)[CH:5]=[CH:6][N:7]=1. (9) Given the reactants [NH2:1][C@@H:2]1[CH2:6][CH2:5][N:4]([CH2:7][C:8]2[C:17]([Cl:18])=[C:16]3[C:11]([C:12](=[O:33])[N:13]([CH2:20][C:21]4[CH:26]=[C:25]([Cl:27])[CH:24]=[CH:23][C:22]=4[S:28]([CH2:31][CH3:32])(=[O:30])=[O:29])[C:14](=[O:19])[NH:15]3)=[CH:10][C:9]=2[C:34]([F:37])([F:36])[F:35])[CH2:3]1.C(OC([NH:45][C@@H:46]([CH3:50])[C:47](O)=[O:48])=O)(C)(C)C.CN(C(ON1N=NC2C=CC=NC1=2)=[N+](C)C)C.F[P-](F)(F)(F)(F)F.CN(C(ON1N=NC2C=CC=CC1=2)=[N+](C)C)C.F[P-](F)(F)(F)(F)F, predict the reaction product. The product is: [NH2:45][C@@H:46]([CH3:50])[C:47]([NH:1][C@@H:2]1[CH2:6][CH2:5][N:4]([CH2:7][C:8]2[C:17]([Cl:18])=[C:16]3[C:11]([C:12](=[O:33])[N:13]([CH2:20][C:21]4[CH:26]=[C:25]([Cl:27])[CH:24]=[CH:23][C:22]=4[S:28]([CH2:31][CH3:32])(=[O:30])=[O:29])[C:14](=[O:19])[NH:15]3)=[CH:10][C:9]=2[C:34]([F:35])([F:36])[F:37])[CH2:3]1)=[O:48].